This data is from Full USPTO retrosynthesis dataset with 1.9M reactions from patents (1976-2016). The task is: Predict the reactants needed to synthesize the given product. (1) Given the product [NH2:14][CH2:13][C:12]1[CH:15]=[C:8]([NH:7][C:2](=[O:3])[O:4][CH2:5][CH3:6])[CH:9]=[CH:10][C:11]=1[S:16]([CH2:19][CH3:20])(=[O:17])=[O:18], predict the reactants needed to synthesize it. The reactants are: Cl[C:2]([O:4][CH2:5][CH3:6])=[O:3].[NH2:7][C:8]1[CH:9]=[CH:10][C:11]([S:16]([CH2:19][CH3:20])(=[O:18])=[O:17])=[C:12]([CH:15]=1)[C:13]#[N:14]. (2) Given the product [Cl:1][C:2]1[C:7]([Cl:8])=[C:6]([F:9])[CH:5]=[CH:4][C:3]=1[N:10]1[CH2:11][CH2:12][NH:13][CH2:14][CH2:15]1, predict the reactants needed to synthesize it. The reactants are: [Cl:1][C:2]1[C:7]([Cl:8])=[C:6]([F:9])[CH:5]=[CH:4][C:3]=1[N:10]1[CH2:15][CH2:14][N:13](C(OC(C)(C)C)=O)[CH2:12][CH2:11]1.Cl.